From a dataset of Drug-target binding data from BindingDB using Ki measurements. Regression. Given a target protein amino acid sequence and a drug SMILES string, predict the binding affinity score between them. We predict pKi (pKi = -log10(Ki in M); higher means stronger inhibition). Dataset: bindingdb_ki. The drug is O=c1ccn([C@@H]2O[C@H](COP(=O)(O)OP(=O)(O)OP(=O)(O)O)[C@@H](O)[C@H]2O)c(=O)[nH]1. The target protein (P23336) has sequence MITMLQDLHVNKISMSRSKSETSLPSSRSGSQEKIMNVKGKVILLMLIVSTVVVVFWEYVNRIPEVGENRWQKDWWFPSWFKNGTHSYQEDNVEGRREKGRNGDRIEEPQLWDWFNPKNRPDVLTVTPWKAPIVWEGTYDTALLEKYYATQKLTVGLTVFAVGKYIEHYLEDFLESADMYFMVGHRVIFYVMIDDTSRMPVVHLNPLHSLQVFEIRSEKRWQDISMMRMKTIGEHILAHIQHEVDFLFCMDVDQVFQDNFGVETLGQLVAQLQAWWYKASPEKFTYERRELSAAYIPFGEGDFYYHAAIFGGTPTHILNLTRECFKGILQDKKHDIEAQWHDESHLNKYFLFNKPTKILSPEYCWDYQIGLPSDIKSVKVAWQTKEYNLVRNNV. The pKi is 3.9.